From a dataset of Forward reaction prediction with 1.9M reactions from USPTO patents (1976-2016). Predict the product of the given reaction. Given the reactants [Cl:1][C:2]1[CH:7]=[CH:6][CH:5]=[CH:4][C:3]=1[C:8]1[N:9]([C:16]2[CH:21]=[CH:20][C:19]([Cl:22])=[CH:18][CH:17]=2)[CH:10]=[C:11]([C:13](O)=[O:14])[N:12]=1.F[P-](F)(F)(F)(F)F.N1(OC(N(C)C)=[N+](C)C)[C:34]2[N:35]=[CH:36][CH:37]=[CH:38][C:33]=2[N:32]=N1.CN1CCOCC1.NC1C=NC=CC=1, predict the reaction product. The product is: [Cl:1][C:2]1[CH:7]=[CH:6][CH:5]=[CH:4][C:3]=1[C:8]1[N:9]([C:16]2[CH:17]=[CH:18][C:19]([Cl:22])=[CH:20][CH:21]=2)[CH:10]=[C:11]([C:13]([NH:32][C:33]2[CH:34]=[N:35][CH:36]=[CH:37][CH:38]=2)=[O:14])[N:12]=1.